Dataset: Reaction yield outcomes from USPTO patents with 853,638 reactions. Task: Predict the reaction yield, written as a fraction of the theoretical maximum amount of product (1.0 means a 100% yield; for example, 0.34 means a 34% yield). (1) The reactants are [Cl:1][C:2]1[CH:3]=[C:4]([C:9]2([C:25]([F:28])([F:27])[F:26])[O:13][N:12]=[C:11]([C:14]3[CH:19]=[CH:18][C:17]([C:20]4([F:24])[CH2:23][NH:22][CH2:21]4)=[CH:16][CH:15]=3)[CH2:10]2)[CH:5]=[C:6]([Cl:8])[CH:7]=1.C(N(CC)CC)C.[C:36](OC(=O)C)(=[O:38])[CH3:37]. The catalyst is ClCCl.O. The product is [Cl:1][C:2]1[CH:3]=[C:4]([C:9]2([C:25]([F:27])([F:26])[F:28])[O:13][N:12]=[C:11]([C:14]3[CH:19]=[CH:18][C:17]([C:20]4([F:24])[CH2:23][N:22]([C:36](=[O:38])[CH3:37])[CH2:21]4)=[CH:16][CH:15]=3)[CH2:10]2)[CH:5]=[C:6]([Cl:8])[CH:7]=1. The yield is 0.910. (2) The reactants are [CH3:1][O:2][C:3]([C:5]1[NH:6][C:7]2[C:12]([C:13](=[O:15])[CH:14]=1)=[CH:11][C:10]([O:16][CH3:17])=[CH:9][C:8]=2[Br:18])=[O:4].[H-].[Na+].[CH3:21][Si:22]([CH3:29])([CH3:28])[CH2:23][CH2:24][O:25][CH2:26]Cl.O. The catalyst is CN1CCCC1=O. The product is [CH3:1][O:2][C:3]([C:5]1[CH:14]=[C:13]([O:15][CH2:26][O:25][CH2:24][CH2:23][Si:22]([CH3:29])([CH3:28])[CH3:21])[C:12]2[C:7](=[C:8]([Br:18])[CH:9]=[C:10]([O:16][CH3:17])[CH:11]=2)[N:6]=1)=[O:4]. The yield is 1.00. (3) The product is [C:1]1([S:7]([NH:10][C:11]2[CH:16]=[CH:15][C:14]([CH:49]=[CH:48][C:47]([OH:51])=[O:50])=[CH:13][CH:12]=2)(=[O:9])=[O:8])[CH:6]=[CH:5][CH:4]=[CH:3][CH:2]=1. The catalyst is CN(C=O)C.C1C=CC(/C=C/C(/C=C/C2C=CC=CC=2)=O)=CC=1.C1C=CC(/C=C/C(/C=C/C2C=CC=CC=2)=O)=CC=1.C1C=CC(/C=C/C(/C=C/C2C=CC=CC=2)=O)=CC=1.[Pd].[Pd]. The yield is 0.990. The reactants are [C:1]1([S:7]([NH:10][C:11]2[CH:16]=[CH:15][C:14](I)=[CH:13][CH:12]=2)(=[O:9])=[O:8])[CH:6]=[CH:5][CH:4]=[CH:3][CH:2]=1.C1(C)C=CC=CC=1P(C1C=CC=CC=1C)C1C=CC=CC=1C.CCN(CC)CC.[C:47]([OH:51])(=[O:50])[CH:48]=[CH2:49]. (4) The reactants are N1C=CC=C(C[O:8][C:9]2[C:13]([C:14]([O:16][CH2:17][CH3:18])=[O:15])=[CH:12][N:11]([CH2:19][C:20]3[CH:21]=[N:22][CH:23]=[CH:24][CH:25]=3)[N:10]=2)C=1. The catalyst is [Pd].O1CCCC1. The product is [OH:8][C:9]1[C:13]([C:14]([O:16][CH2:17][CH3:18])=[O:15])=[CH:12][N:11]([CH2:19][C:20]2[CH:21]=[N:22][CH:23]=[CH:24][CH:25]=2)[N:10]=1. The yield is 0.740. (5) The reactants are [CH3:1][C:2](=[CH2:5])[CH2:3][NH2:4].C(N(CC)C(C)C)(C)C.[CH2:15]([N:22]1[C:26](Br)=[N:25][C:24]([Br:28])=[N:23]1)[C:16]1[CH:21]=[CH:20][CH:19]=[CH:18][CH:17]=1.CCOC(C)=O. The catalyst is O1CCOCC1.CC(N(C)C)=O. The product is [CH2:15]([N:22]1[C:26]([NH:4][CH2:3][C:2]([CH3:5])=[CH2:1])=[N:25][C:24]([Br:28])=[N:23]1)[C:16]1[CH:21]=[CH:20][CH:19]=[CH:18][CH:17]=1. The yield is 0.950. (6) The reactants are [CH3:1][O:2][C:3]1[CH:4]=[C:5]2[C:10](=[CH:11][CH:12]=1)[CH:9]=[C:8]([OH:13])[CH:7]=[CH:6]2.C1C(=O)N([Cl:21])C(=O)C1.CCOC(C)=O. The catalyst is CN(C=O)C. The product is [Cl:21][C:9]1[C:10]2[C:5](=[CH:4][C:3]([O:2][CH3:1])=[CH:12][CH:11]=2)[CH:6]=[CH:7][C:8]=1[OH:13]. The yield is 0.870. (7) The reactants are [F:1][C:2]1[CH:10]=[C:9]2[C:5]([C:6]([C:11]3[CH:12]=[N:13][N:14]([CH2:16][CH2:17][C:18]([OH:20])=O)[CH:15]=3)=[CH:7][NH:8]2)=[CH:4][CH:3]=1.[CH3:21][N:22]([CH3:26])[CH2:23][CH2:24][NH2:25]. No catalyst specified. The product is [CH3:21][N:22]([CH3:26])[CH2:23][CH2:24][NH:25][C:18](=[O:20])[CH2:17][CH2:16][N:14]1[CH:15]=[C:11]([C:6]2[C:5]3[C:9](=[CH:10][C:2]([F:1])=[CH:3][CH:4]=3)[NH:8][CH:7]=2)[CH:12]=[N:13]1. The yield is 0.150.